Dataset: Forward reaction prediction with 1.9M reactions from USPTO patents (1976-2016). Task: Predict the product of the given reaction. (1) Given the reactants [CH2:1]([C:8]1[CH:16]=[CH:15][C:11]2[CH:12]=[CH:13][O:14][C:10]=2[CH:9]=1)[C:2]1[CH:7]=[CH:6][CH:5]=[CH:4][CH:3]=1.C([Li])CCC.[B:22](OC(C)C)([O:27]C(C)C)[O:23]C(C)C, predict the reaction product. The product is: [CH2:1]([C:8]1[CH:16]=[CH:15][C:11]2[CH:12]=[C:13]([B:22]([OH:27])[OH:23])[O:14][C:10]=2[CH:9]=1)[C:2]1[CH:3]=[CH:4][CH:5]=[CH:6][CH:7]=1. (2) Given the reactants [H-].[Na+].[Br:3][C:4]1[CH:12]=[C:11]2[C:7]([CH:8]=[CH:9][NH:10]2)=[CH:6][CH:5]=1.[CH3:13]I, predict the reaction product. The product is: [Br:3][C:4]1[CH:12]=[C:11]2[C:7]([CH:8]=[CH:9][N:10]2[CH3:13])=[CH:6][CH:5]=1. (3) Given the reactants [CH3:1][O:2][C:3]([C:5]1([CH2:17][CH:18]=O)[CH2:9][CH2:8][CH2:7][N:6]1[C:10]([O:12][C:13]([CH3:16])([CH3:15])[CH3:14])=[O:11])=[O:4].Cl.[CH3:21][O:22][C:23](=[O:27])[C@H:24]([CH3:26])[NH2:25].C(N(CC)CC)C.C([BH3-])#N.[Na+], predict the reaction product. The product is: [CH3:1][O:2][C:3]([C:5]1([CH2:17][CH2:18][NH:25][C@H:24]([C:23]([O:22][CH3:21])=[O:27])[CH3:26])[CH2:9][CH2:8][CH2:7][N:6]1[C:10]([O:12][C:13]([CH3:14])([CH3:15])[CH3:16])=[O:11])=[O:4]. (4) Given the reactants [C:1]([C:5]1[CH:10]=[CH:9][CH:8]=[CH:7][CH:6]=1)([CH3:4])([CH3:3])[CH3:2].[Cl:11][CH2:12][CH2:13][C:14](Cl)=[O:15].[Al+3].[Cl-].[Cl-].[Cl-], predict the reaction product. The product is: [C:1]([C:5]1[CH:10]=[CH:9][C:8]([C:14](=[O:15])[CH2:13][CH2:12][Cl:11])=[CH:7][CH:6]=1)([CH3:4])([CH3:3])[CH3:2]. (5) Given the reactants [NH2:1][C:2]1[N:10]=[C:9]([F:11])[N:8]=[C:7]2[C:3]=1[N:4]=[C:5]([CH2:16][C:17]1[C:25]([I:26])=[CH:24][C:20]3[O:21][CH2:22][O:23][C:19]=3[CH:18]=1)[N:6]2[CH2:12][CH2:13][CH2:14][OH:15].C([O-])([O-])=O.[Ca+2].[S:32](Cl)(=[O:35])(=[O:34])[NH2:33], predict the reaction product. The product is: [NH2:1][C:2]1[N:10]=[C:9]([F:11])[N:8]=[C:7]2[C:3]=1[N:4]=[C:5]([CH2:16][C:17]1[C:25]([I:26])=[CH:24][C:20]3[O:21][CH2:22][O:23][C:19]=3[CH:18]=1)[N:6]2[CH2:12][CH2:13][CH2:14][O:15][S:32](=[O:35])(=[O:34])[NH2:33]. (6) Given the reactants Cl[CH2:2][CH2:3][C:4]1[CH:5]=[C:6]2[C:10](=[CH:11][C:12]=1[Cl:13])[NH:9][C:8](=[O:14])[CH2:7]2.[S:15]1[C:19]2[CH:20]=[CH:21][CH:22]=[CH:23][C:18]=2[C:17]([N:24]2[CH2:29][CH2:28][NH:27][CH2:26][CH2:25]2)=[N:16]1.C(=O)([O-])[O-].[Na+].[Na+].[I-].[Na+], predict the reaction product. The product is: [CH:22]1[CH:21]=[CH:20][C:19]2[S:15][N:16]=[C:17]([N:24]3[CH2:25][CH2:26][N:27]([CH2:2][CH2:3][C:4]4[CH:5]=[C:6]5[CH2:7][C:8](=[O:14])[NH:9][C:10]5=[CH:11][C:12]=4[Cl:13])[CH2:28][CH2:29]3)[C:18]=2[CH:23]=1.